Dataset: Forward reaction prediction with 1.9M reactions from USPTO patents (1976-2016). Task: Predict the product of the given reaction. (1) Given the reactants [H-].[Na+].Cl[C:4]1[C:9]([N+:10]([O-:12])=[O:11])=[CH:8][CH:7]=[CH:6][N:5]=1.[C:13]([O:17][CH3:18])(=[O:16])[CH2:14][SH:15], predict the reaction product. The product is: [CH3:18][O:17][C:13]([CH2:14][S:15][C:4]1[C:9]([N+:10]([O-:12])=[O:11])=[CH:8][CH:7]=[CH:6][N:5]=1)=[O:16]. (2) Given the reactants [CH3:1][S:2][C:3]1[N:8]=[C:7]([S:9][CH3:10])[N:6]=[C:5]([NH:11][CH:12]2[CH2:16][CH2:15][CH2:14][CH2:13]2)[N:4]=1.C1(S(N2C(C3C=CC=CC=3)O2)(=O)=[O:24])C=CC=CC=1, predict the reaction product. The product is: [CH:12]1([NH:11][C:5]2[N:4]=[C:3]([S:2]([CH3:1])=[O:24])[N:8]=[C:7]([S:9][CH3:10])[N:6]=2)[CH2:16][CH2:15][CH2:14][CH2:13]1. (3) Given the reactants C(OC([N:11]1[CH2:16][CH2:15][CH:14]([CH:17]([O:19][C:20]2[CH:42]=[CH:41][C:23]3[C:24]4[N:28]([CH2:29][CH2:30][O:31][C:22]=3[CH:21]=2)[CH:27]=[C:26]([C:32]2[N:33]([CH:38]([CH3:40])[CH3:39])[N:34]=[C:35]([CH3:37])[N:36]=2)[N:25]=4)[CH3:18])[CH2:13][CH2:12]1)=O)C1C=CC=CC=1.[CH3:43][C:44]([CH3:46])=O, predict the reaction product. The product is: [CH:38]([N:33]1[C:32]([C:26]2[N:25]=[C:24]3[C:23]4[CH:41]=[CH:42][C:20]([O:19][CH:17]([CH:14]5[CH2:15][CH2:16][N:11]([CH:44]([CH3:46])[CH3:43])[CH2:12][CH2:13]5)[CH3:18])=[CH:21][C:22]=4[O:31][CH2:30][CH2:29][N:28]3[CH:27]=2)=[N:36][C:35]([CH3:37])=[N:34]1)([CH3:39])[CH3:40]. (4) Given the reactants [NH2:1][C:2]1[C:3]2[N:4]([C:8]([C@@H:12]3[CH2:16][CH2:15][CH2:14][N:13]3C(OCC3C=CC=CC=3)=O)=[N:9][C:10]=2Br)[CH:5]=[CH:6][N:7]=1.[CH3:27][C:28]1[CH:33]=[CH:32][N:31]=[C:30]([NH:34][C:35](=[O:51])[C:36]2[CH:41]=[CH:40][C:39](B3OC(C)(C)C(C)(C)O3)=[CH:38][CH:37]=2)[CH:29]=1, predict the reaction product. The product is: [NH2:1][C:2]1[C:3]2[N:4]([C:8]([C@@H:12]3[CH2:16][CH2:15][CH2:14][NH:13]3)=[N:9][C:10]=2[C:39]2[CH:40]=[CH:41][C:36]([C:35]([NH:34][C:30]3[CH:29]=[C:28]([CH3:27])[CH:33]=[CH:32][N:31]=3)=[O:51])=[CH:37][CH:38]=2)[CH:5]=[CH:6][N:7]=1.